Dataset: Catalyst prediction with 721,799 reactions and 888 catalyst types from USPTO. Task: Predict which catalyst facilitates the given reaction. (1) Reactant: [Br:1][C:2]1[S:6][C:5]([NH:7][C:8](=[O:19])[C:9]2[CH:14]=[CH:13][C:12](Cl)=[C:11]([N+:16]([O-:18])=[O:17])[CH:10]=2)=[N:4][CH:3]=1.[SH:20][C:21]1[CH:26]=[CH:25][C:24]([OH:27])=[CH:23][CH:22]=1.C(=O)([O-])[O-].[Cs+].[Cs+]. Product: [Br:1][C:2]1[S:6][C:5]([NH:7][C:8](=[O:19])[C:9]2[CH:14]=[CH:13][C:12]([S:20][C:21]3[CH:26]=[CH:25][C:24]([OH:27])=[CH:23][CH:22]=3)=[C:11]([N+:16]([O-:18])=[O:17])[CH:10]=2)=[N:4][CH:3]=1. The catalyst class is: 9. (2) Reactant: Cl[C:2]1[C:7]([N+:8]([O-:10])=[O:9])=[CH:6][CH:5]=[C:4]([O:11][CH3:12])[N:3]=1.Cl.[CH3:14][O:15][C:16](=[O:19])[CH2:17][NH2:18].CCN(C(C)C)C(C)C. Product: [CH3:12][O:11][C:4]1[N:3]=[C:2]([NH:18][CH2:17][C:16]([O:15][CH3:14])=[O:19])[C:7]([N+:8]([O-:10])=[O:9])=[CH:6][CH:5]=1. The catalyst class is: 5. (3) Reactant: [Cl:1][C:2]1[CH:7]=[CH:6][C:5]([S:8](Cl)(=[O:10])=[O:9])=[CH:4][CH:3]=1.Cl.CN.[CH2:15]([N:17](CC)CC)C.CCOC(C)=O. Product: [Cl:1][C:2]1[CH:7]=[CH:6][C:5]([S:8]([NH:17][CH3:15])(=[O:10])=[O:9])=[CH:4][CH:3]=1. The catalyst class is: 4. (4) The catalyst class is: 4. Product: [N+:1]([C:4]1[CH:9]=[C:8]([S:10]([NH2:11])(=[O:12])=[O:13])[CH:7]=[CH:6][C:5]=1[NH:14][C@@H:15]1[CH2:19][CH2:18][NH:17][CH2:16]1)([O-:3])=[O:2]. Reactant: [N+:1]([C:4]1[CH:9]=[C:8]([S:10](=[O:13])(=[O:12])[NH2:11])[CH:7]=[CH:6][C:5]=1[NH:14][C@@H:15]1[CH2:19][CH2:18][N:17](C(OC(C)(C)C)=O)[CH2:16]1)([O-:3])=[O:2].FC(F)(F)C(O)=O.